Dataset: Full USPTO retrosynthesis dataset with 1.9M reactions from patents (1976-2016). Task: Predict the reactants needed to synthesize the given product. (1) Given the product [N:11]1([CH:8]2[CH2:7][CH2:6][C:5](=[O:4])[CH2:10][CH2:9]2)[CH2:12][CH2:13][O:14][CH2:15][CH2:16]1, predict the reactants needed to synthesize it. The reactants are: O1[C:5]2([CH2:10][CH2:9][CH:8]([N:11]3[CH2:16][CH2:15][O:14][CH2:13][CH2:12]3)[CH2:7][CH2:6]2)[O:4]CC1.Cl. (2) Given the product [CH2:1]([O:3][C:4]([N:6]1[C:15]2[C:10](=[N:11][C:12]([O:16][CH3:17])=[CH:13][CH:14]=2)[C@@H:9]([NH:18][C:19]2[N:24]=[C:23]([CH2:25][C:26]3[CH:31]=[C:30]([C:32]([F:35])([F:34])[F:33])[CH:29]=[C:28]([C:36]([F:38])([F:39])[F:37])[CH:27]=3)[C:22]([O:40][CH2:49][C:44]3[N:45]=[CH:46][CH:47]=[CH:48][N:43]=3)=[CH:21][N:20]=2)[CH2:8][C@H:7]1[CH2:41][CH3:42])=[O:5])[CH3:2], predict the reactants needed to synthesize it. The reactants are: [CH2:1]([O:3][C:4]([N:6]1[C:15]2[C:10](=[N:11][C:12]([O:16][CH3:17])=[CH:13][CH:14]=2)[C@@H:9]([NH:18][C:19]2[N:24]=[C:23]([CH2:25][C:26]3[CH:31]=[C:30]([C:32]([F:35])([F:34])[F:33])[CH:29]=[C:28]([C:36]([F:39])([F:38])[F:37])[CH:27]=3)[C:22]([OH:40])=[CH:21][N:20]=2)[CH2:8][C@H:7]1[CH2:41][CH3:42])=[O:5])[CH3:2].[N:43]1[CH:48]=[CH:47][CH:46]=[N:45][C:44]=1[CH2:49]O.C1(P(C2C=CC=CC=2)C2C=CC=CC=2)C=CC=CC=1.N(C(OCC)=O)=NC(OCC)=O.C1(C)C=CC=CC=1. (3) Given the product [C:1]([N:4]1[C:12]2[C:7](=[CH:8][C:9]([C:13](=[O:14])[CH2:15][C:16]([O:17][CH3:18])=[O:22])=[CH:10][CH:11]=2)[CH:6]=[N:5]1)(=[O:3])[CH3:2], predict the reactants needed to synthesize it. The reactants are: [C:1]([N:4]1[C:12]2[C:7](=[CH:8][C:9]([C:13]([CH:15]3C(=O)O[CH2:18][O:17][C:16]3=[O:22])=[O:14])=[CH:10][CH:11]=2)[CH:6]=[N:5]1)(=[O:3])[CH3:2].